Predict the product of the given reaction. From a dataset of Forward reaction prediction with 1.9M reactions from USPTO patents (1976-2016). (1) The product is: [CH2:1]([C:3]1[CH:8]=[CH:7][C:6]([CH2:9][C:10]2[CH:11]=[N:12][N:13]([Si:18]([CH3:21])([CH3:20])[CH3:19])[CH:14]=2)=[CH:5][CH:4]=1)[CH3:2]. Given the reactants [CH2:1]([C:3]1[CH:8]=[CH:7][C:6]([CH2:9][C:10]2[CH:11]=[N:12][NH:13][CH:14]=2)=[CH:5][CH:4]=1)[CH3:2].C/C(/O[Si:18]([CH3:21])([CH3:20])[CH3:19])=N\[Si:18]([CH3:21])([CH3:20])[CH3:19], predict the reaction product. (2) Given the reactants [F:1][C:2]1[C:3]([F:13])=[C:4]([F:12])[C:5]2[S:9][C:8]([NH2:10])=[N:7][C:6]=2[CH:11]=1.[Cl:14][C:15]1[CH:16]=[C:17]([CH:21]=[C:22]([Cl:24])[CH:23]=1)[C:18](Cl)=[O:19].Br[CH:26]([CH2:31][CH3:32])[C:27]([O:29]C)=[O:28].COC1C=CC2N=C(N)SC=2C=1.ClC1C=C(C=CC=1)C(Cl)=O.BrCC(OCC)=O, predict the reaction product. The product is: [Cl:14][C:15]1[CH:16]=[C:17]([CH:21]=[C:22]([Cl:24])[CH:23]=1)[C:18]([N:10]=[C:8]1[N:7]([CH:26]([CH2:31][CH3:32])[C:27]([OH:29])=[O:28])[C:6]2[CH:11]=[C:2]([F:1])[C:3]([F:13])=[C:4]([F:12])[C:5]=2[S:9]1)=[O:19]. (3) Given the reactants [Br:1][C:2]1[CH:6]=[C:5]([CH:7]=[O:8])[N:4]([CH3:9])[N:3]=1.[S:10]([OH:14])([CH3:13])(=[O:12])=[O:11].[CH2:15](O)[CH2:16][CH:17]=[CH2:18], predict the reaction product. The product is: [CH3:13][S:10]([O:14][CH:16]1[CH2:17][CH2:18][O:8][CH:7]([C:5]2[N:4]([CH3:9])[N:3]=[C:2]([Br:1])[CH:6]=2)[CH2:15]1)(=[O:12])=[O:11]. (4) Given the reactants [NH:1]1[CH2:4][CH:3]([CH2:5][O:6][C:7]2[CH:16]=[C:15]3[C:10]([CH:11]([C:18]4[CH:23]=[CH:22][C:21]([S:24][CH3:25])=[CH:20][CH:19]=4)[CH2:12][N:13]([CH3:17])[CH2:14]3)=[CH:9][CH:8]=2)[CH2:2]1.[C:26]1(=O)[CH2:29][CH2:28][CH2:27]1.[BH-](OC(C)=O)(OC(C)=O)OC(C)=O.[Na+], predict the reaction product. The product is: [CH:26]1([N:1]2[CH2:4][CH:3]([CH2:5][O:6][C:7]3[CH:16]=[C:15]4[C:10]([CH:11]([C:18]5[CH:19]=[CH:20][C:21]([S:24][CH3:25])=[CH:22][CH:23]=5)[CH2:12][N:13]([CH3:17])[CH2:14]4)=[CH:9][CH:8]=3)[CH2:2]2)[CH2:29][CH2:28][CH2:27]1. (5) Given the reactants [C:1]([NH:8][C@@H:9]([C:11]([OH:13])=O)[CH3:10])([O:3][C:4]([CH3:7])([CH3:6])[CH3:5])=[O:2].Cl.[F:15][C:16]1([F:20])[CH2:19][NH:18][CH2:17]1.C1C=CC2N(O)N=NC=2C=1.C(Cl)CCl.C(N(CC)C(C)C)(C)C, predict the reaction product. The product is: [C:4]([O:3][C:1](=[O:2])[NH:8][C@H:9]([CH3:10])[C:11]([N:18]1[CH2:19][C:16]([F:20])([F:15])[CH2:17]1)=[O:13])([CH3:5])([CH3:6])[CH3:7]. (6) Given the reactants [C:1]([C@H:5]1[CH2:10][CH2:9][C@H:8]([N:11]([C:28]2[N:32]([CH3:33])[C:31]3[CH:34]=[CH:35][C:36]([O:38]C)=[CH:37][C:30]=3[N:29]=2)[CH:12]2[C:20]3[C:15](=[CH:16][C:17]([C:21]([O:23][CH2:24][CH2:25][CH2:26][CH3:27])=[O:22])=[CH:18][CH:19]=3)[CH2:14][CH2:13]2)[CH2:7][CH2:6]1)([CH3:4])([CH3:3])[CH3:2].B(Br)(Br)Br, predict the reaction product. The product is: [C:1]([C@H:5]1[CH2:6][CH2:7][C@H:8]([N:11]([C:28]2[N:32]([CH3:33])[C:31]3[CH:34]=[CH:35][C:36]([OH:38])=[CH:37][C:30]=3[N:29]=2)[CH:12]2[C:20]3[C:15](=[CH:16][C:17]([C:21]([O:23][CH2:24][CH2:25][CH2:26][CH3:27])=[O:22])=[CH:18][CH:19]=3)[CH2:14][CH2:13]2)[CH2:9][CH2:10]1)([CH3:2])([CH3:3])[CH3:4].